This data is from CYP2C9 inhibition data for predicting drug metabolism from PubChem BioAssay. The task is: Regression/Classification. Given a drug SMILES string, predict its absorption, distribution, metabolism, or excretion properties. Task type varies by dataset: regression for continuous measurements (e.g., permeability, clearance, half-life) or binary classification for categorical outcomes (e.g., BBB penetration, CYP inhibition). Dataset: cyp2c9_veith. (1) The molecule is CC(=O)/C=C(\O)c1c(C)[nH]n(-c2nc(-c3ccc(Cl)cc3)cs2)c1=O. The result is 1 (inhibitor). (2) The molecule is CCCc1cc2c(n1CCc1ccc(Cl)cc1)C(C)C1CN(C(=O)c3ccccc3)C(C)(C(=O)OC)C21. The result is 1 (inhibitor). (3) The drug is O=C(CSc1nnc2c3ccccc3c3ccccc3c2n1)Nc1ccccc1F. The result is 1 (inhibitor).